Dataset: Forward reaction prediction with 1.9M reactions from USPTO patents (1976-2016). Task: Predict the product of the given reaction. Given the reactants C([O:3][C:4]([C:6]1[CH:7]=[N:8][N:9]([C:11]2[N:20](COCCOC)[C:19](=[O:27])[C:18]3[C:13](=[CH:14][C:15](I)=[CH:16][CH:17]=3)[N:12]=2)[CH:10]=1)=[O:5])C.O=C1C2C(=CC(C3C=CC=CC=3)=CC=2)N=C(N2C=C(C(O)=O)C=N2)N1.[Cl:54][C:55]1[CH:60]=[CH:59][CH:58]=[CH:57][C:56]=1B(O)O, predict the reaction product. The product is: [Cl:54][C:55]1[CH:60]=[CH:59][CH:58]=[CH:57][C:56]=1[C:15]1[CH:14]=[C:13]2[C:18]([C:19](=[O:27])[NH:20][C:11]([N:9]3[CH:10]=[C:6]([C:4]([OH:3])=[O:5])[CH:7]=[N:8]3)=[N:12]2)=[CH:17][CH:16]=1.